This data is from Full USPTO retrosynthesis dataset with 1.9M reactions from patents (1976-2016). The task is: Predict the reactants needed to synthesize the given product. (1) Given the product [C:1]([CH:3]1[CH2:4][N:5]([C:7](=[O:44])[C@H:8]([NH:12][C:13]([C:15]2[C:23]3[C:18](=[N:19][CH:20]=[C:21]([C:24]4[N:25]=[C:26]([CH3:35])[N:27]([C:29]5[CH:34]=[CH:33][CH:32]=[CH:31][CH:30]=5)[CH:28]=4)[N:22]=3)[NH:17][CH:16]=2)=[O:14])[CH:9]2[CH2:10][CH2:11]2)[CH2:6]1)#[N:2], predict the reactants needed to synthesize it. The reactants are: [C:1]([CH:3]1[CH2:6][N:5]([C:7](=[O:44])[C@H:8]([NH:12][C:13]([C:15]2[C:23]3[C:18](=[N:19][CH:20]=[C:21]([C:24]4[N:25]=[C:26]([CH3:35])[N:27]([C:29]5[CH:34]=[CH:33][CH:32]=[CH:31][CH:30]=5)[CH:28]=4)[N:22]=3)[N:17](COCC[Si](C)(C)C)[CH:16]=2)=[O:14])[CH:9]2[CH2:11][CH2:10]2)[CH2:4]1)#[N:2].FC(F)(F)C(O)=O. (2) Given the product [Cl:40][C:41]1[CH:42]=[CH:43][C:44]([O:80][CH3:81])=[C:45]([CH:79]=1)[CH2:46][C@H:47]1[C:53](=[O:54])[N:52]([C:55]([NH:11][C@@H:12]([C:15]2[CH:16]=[C:17]([CH:25]=[CH:26][N:27]=2)[C:18]([O:20][C:21]([CH3:22])([CH3:23])[CH3:24])=[O:19])[CH2:13][CH3:14])=[O:56])[CH2:51][C:50](=[O:65])[N:49]([CH2:66][C:67]2[C:68]([O:77][CH3:78])=[CH:69][C:70]([O:75][CH3:76])=[CH:71][C:72]=2[O:73][CH3:74])[CH2:48]1, predict the reactants needed to synthesize it. The reactants are: C([C@H]([C@@H](C(O)=O)O)O)(O)=O.[NH2:11][C@@H:12]([C:15]1[CH:16]=[C:17]([CH:25]=[CH:26][N:27]=1)[C:18]([O:20][C:21]([CH3:24])([CH3:23])[CH3:22])=[O:19])[CH2:13][CH3:14].CN(C)C=O.C(N(CC)CC)C.[Cl:40][C:41]1[CH:42]=[CH:43][C:44]([O:80][CH3:81])=[C:45]([CH:79]=1)[CH2:46][C@H:47]1[C:53](=[O:54])[N:52]([C:55](OC2C=CC=CC=2Cl)=[O:56])[CH2:51][C:50](=[O:65])[N:49]([CH2:66][C:67]2[C:72]([O:73][CH3:74])=[CH:71][C:70]([O:75][CH3:76])=[CH:69][C:68]=2[O:77][CH3:78])[CH2:48]1. (3) Given the product [CH3:1][O:2][C:3]([C:5]1[S:6][C:7]([C:11]2([OH:17])[CH2:15][CH2:14][O:13][CH:12]2[CH3:16])=[CH:8][C:9]=1[N:10]=[CH:20][N:23]([CH3:25])[CH3:24])=[O:4], predict the reactants needed to synthesize it. The reactants are: [CH3:1][O:2][C:3]([C:5]1[S:6][C:7]([C:11]2([OH:17])[CH2:15][CH2:14][O:13][CH:12]2[CH3:16])=[CH:8][C:9]=1[NH2:10])=[O:4].CO[CH:20]([N:23]([CH3:25])[CH3:24])OC.